Predict the product of the given reaction. From a dataset of Forward reaction prediction with 1.9M reactions from USPTO patents (1976-2016). (1) Given the reactants [NH2:1][C:2]1[CH:28]=[CH:27][C:5]([O:6][C:7]2[N:12]=[CH:11][N:10]=[C:9]([NH2:13])[C:8]=2[C:14]2[CH:19]=[CH:18][C:17]([O:20][C:21]3[CH:26]=[CH:25][CH:24]=[CH:23][CH:22]=3)=[CH:16][CH:15]=2)=[CH:4][CH:3]=1.[C:29](O)(=[O:32])[CH2:30][CH3:31], predict the reaction product. The product is: [NH2:13][C:9]1[N:10]=[CH:11][N:12]=[C:7]([O:6][C:5]2[CH:27]=[CH:28][C:2]([NH:1][C:29](=[O:32])[CH:30]=[CH2:31])=[CH:3][CH:4]=2)[C:8]=1[C:14]1[CH:19]=[CH:18][C:17]([O:20][C:21]2[CH:26]=[CH:25][CH:24]=[CH:23][CH:22]=2)=[CH:16][CH:15]=1. (2) Given the reactants [NH2:1][C:2]1[CH:7]=[CH:6][C:5]([N+:8]([O-:10])=[O:9])=[CH:4][N:3]=1.C(N(CC)CC)C.[CH:18]1([C:24](Cl)=[O:25])[CH2:23][CH2:22][CH2:21][CH2:20][CH2:19]1, predict the reaction product. The product is: [N+:8]([C:5]1[CH:6]=[CH:7][C:2]([NH:1][C:24]([CH:18]2[CH2:23][CH2:22][CH2:21][CH2:20][CH2:19]2)=[O:25])=[N:3][CH:4]=1)([O-:10])=[O:9].